This data is from Full USPTO retrosynthesis dataset with 1.9M reactions from patents (1976-2016). The task is: Predict the reactants needed to synthesize the given product. (1) Given the product [Cl:29][CH2:20][CH:16]1[CH2:17][CH2:18][CH2:19][N:15]1[C:12]1[CH:13]=[CH:14][C:9]([N+:6]([O-:8])=[O:7])=[CH:10][CH:11]=1, predict the reactants needed to synthesize it. The reactants are: S(Cl)(C)(=O)=O.[N+:6]([C:9]1[CH:14]=[CH:13][C:12]([N:15]2[CH2:19][CH2:18][CH2:17][CH:16]2[CH2:20]O)=[CH:11][CH:10]=1)([O-:8])=[O:7].C(N(CC)CC)C.[Cl-:29].[Na+]. (2) Given the product [CH:26]1([CH2:29][O:30][C:31]2[C:36]([C:2]3[CH:7]=[CH:6][N:5]=[CH:4][C:3]=3[N:8]([CH3:25])[C:9](=[O:24])[C:10]3[CH:15]=[C:14]([C:16]([F:19])([F:18])[F:17])[CH:13]=[C:12]([C:20]([F:23])([F:22])[F:21])[CH:11]=3)=[CH:35][CH:34]=[CH:33][N:32]=2)[CH2:27][CH2:28]1, predict the reactants needed to synthesize it. The reactants are: I[C:2]1[CH:7]=[CH:6][N:5]=[CH:4][C:3]=1[N:8]([CH3:25])[C:9](=[O:24])[C:10]1[CH:15]=[C:14]([C:16]([F:19])([F:18])[F:17])[CH:13]=[C:12]([C:20]([F:23])([F:22])[F:21])[CH:11]=1.[CH:26]1([CH2:29][O:30][C:31]2[C:36](B3OC(C)(C)C(C)(C)O3)=[CH:35][CH:34]=[CH:33][N:32]=2)[CH2:28][CH2:27]1.